From a dataset of Full USPTO retrosynthesis dataset with 1.9M reactions from patents (1976-2016). Predict the reactants needed to synthesize the given product. (1) Given the product [CH:1]1([N:4]([CH2:29][C:30]2[CH:35]=[C:34]([CH2:36][CH2:37][CH2:38][O:39][CH3:40])[CH:33]=[C:32]([O:41][CH2:42][CH2:43][O:44][CH3:45])[CH:31]=2)[C:5]([CH:7]2[C:12]([OH:21])([C:13]3[CH:18]=[CH:17][CH:16]=[CH:15][C:14]=3[O:19][CH3:20])[CH2:11][CH2:10][NH:9][CH2:8]2)=[O:6])[CH2:3][CH2:2]1, predict the reactants needed to synthesize it. The reactants are: [CH:1]1([N:4]([CH2:29][C:30]2[CH:35]=[C:34]([CH2:36][CH2:37][CH2:38][O:39][CH3:40])[CH:33]=[C:32]([O:41][CH2:42][CH2:43][O:44][CH3:45])[CH:31]=2)[C:5]([C@@H:7]2[C@@:12]([OH:21])([C:13]3[CH:18]=[CH:17][CH:16]=[CH:15][C:14]=3[O:19][CH3:20])[CH2:11][CH2:10][N:9](C(OC(C)(C)C)=O)[CH2:8]2)=[O:6])[CH2:3][CH2:2]1.Cl. (2) Given the product [C:16]([C:20]1[CH:24]=[C:23]([NH:25][C:26]([NH:28][C:29]2[CH:34]=[CH:33][C:32]([O:35][C:36]3[CH:41]=[CH:40][N:39]=[C:38]([NH:10][C:9]4[CH:11]=[C:12]([O:14][CH3:15])[CH:13]=[C:7]([S:4]([CH:1]5[CH2:3][CH2:2]5)(=[O:6])=[O:5])[CH:8]=4)[N:37]=3)=[C:31]([Cl:43])[C:30]=2[Cl:44])=[O:27])[N:22]([C:45]2[CH:50]=[CH:49][C:48]([CH3:51])=[CH:47][CH:46]=2)[N:21]=1)([CH3:19])([CH3:18])[CH3:17], predict the reactants needed to synthesize it. The reactants are: [CH:1]1([S:4]([C:7]2[CH:8]=[C:9]([CH:11]=[C:12]([O:14][CH3:15])[CH:13]=2)[NH2:10])(=[O:6])=[O:5])[CH2:3][CH2:2]1.[C:16]([C:20]1[CH:24]=[C:23]([NH:25][C:26]([NH:28][C:29]2[CH:34]=[CH:33][C:32]([O:35][C:36]3[CH:41]=[CH:40][N:39]=[C:38](Cl)[N:37]=3)=[C:31]([Cl:43])[C:30]=2[Cl:44])=[O:27])[N:22]([C:45]2[CH:50]=[CH:49][C:48]([CH3:51])=[CH:47][CH:46]=2)[N:21]=1)([CH3:19])([CH3:18])[CH3:17].C([O-])(O)=O.[Na+]. (3) Given the product [NH2:23][C:20]1[O:21][CH2:22][C@:5]2([N:19]=1)[C:6]1[CH:7]=[C:8]([O:17][CH3:18])[CH:9]=[CH:10][C:11]=1[O:12][C:13]1[C:4]2=[CH:3][C:2]([N:72]2[CH2:76][CH2:75][CH2:74][C:73]2=[O:77])=[CH:15][C:14]=1[F:16], predict the reactants needed to synthesize it. The reactants are: Br[C:2]1[CH:15]=[C:14]([F:16])[C:13]2[O:12][C:11]3[C:6](=[CH:7][C:8]([O:17][CH3:18])=[CH:9][CH:10]=3)[C@@:5]3([CH2:22][O:21][C:20]([NH2:23])=[N:19]3)[C:4]=2[CH:3]=1.CC1(C)C2C=CC=C(P(C3C=CC=CC=3)C3C=CC=CC=3)C=2OC2C1=CC=CC=2P(C1C=CC=CC=1)C1C=CC=CC=1.C(=O)([O-])[O-].[Cs+].[Cs+].[NH:72]1[CH2:76][CH2:75][CH2:74][C:73]1=[O:77]. (4) Given the product [C:17]([O:10][C:3]1[CH:4]=[C:5]([CH3:9])[CH:6]=[C:7]([CH3:8])[C:2]=1[CH3:1])(=[O:19])[CH3:18], predict the reactants needed to synthesize it. The reactants are: [CH3:1][C:2]1[C:7]([CH3:8])=[CH:6][C:5]([CH3:9])=[CH:4][C:3]=1[OH:10].N1C=CC=CC=1.[C:17](OC(=O)C)(=[O:19])[CH3:18].O. (5) Given the product [Br:34][C:35]1[CH:40]=[C:39]([F:41])[CH:38]=[CH:37][C:36]=1[O:42][CH:53]1[CH2:54][CH2:55][N:50]([C:48]([O:47][C:43]([CH3:46])([CH3:45])[CH3:44])=[O:49])[CH2:51][CH2:52]1, predict the reactants needed to synthesize it. The reactants are: CC(OC(/N=N/C(OC(C)C)=O)=O)C.C1(P(C2C=CC=CC=2)C2C=CC=CC=2)C=CC=CC=1.[Br:34][C:35]1[CH:40]=[C:39]([F:41])[CH:38]=[CH:37][C:36]=1[OH:42].[C:43]([O:47][C:48]([N:50]1[CH2:55][CH2:54][CH:53](O)[CH2:52][CH2:51]1)=[O:49])([CH3:46])([CH3:45])[CH3:44]. (6) Given the product [Cl:54][C:52]1[CH:51]=[C:47]([CH:46]=[C:45]([Cl:44])[N:53]=1)[C:48]([NH:63][CH2:62][CH2:61][N:55]1[CH2:60][CH2:59][O:58][CH2:57][CH2:56]1)=[O:50], predict the reactants needed to synthesize it. The reactants are: CN(C(ON1N=NC2C=CC=NC1=2)=[N+](C)C)C.F[P-](F)(F)(F)(F)F.C1C=NC2N(O)N=NC=2C=1.CCN(C(C)C)C(C)C.[Cl:44][C:45]1[CH:46]=[C:47]([CH:51]=[C:52]([Cl:54])[N:53]=1)[C:48]([OH:50])=O.[N:55]1([CH2:61][CH2:62][NH2:63])[CH2:60][CH2:59][O:58][CH2:57][CH2:56]1.